This data is from Forward reaction prediction with 1.9M reactions from USPTO patents (1976-2016). The task is: Predict the product of the given reaction. (1) Given the reactants [Cl:1][C:2]1[CH:7]=[CH:6][CH:5]=[C:4]([Cl:8])[C:3]=1[N:9]1[CH:26]=[C:12]2[C:13]([NH:17]C3C=C(NC)N=CN=3)=[N:14][CH:15]=[CH:16][C:11]2=[N:10]1.ClC1C2=CN(C3C(Cl)=CC=CC=3Cl)N=C2C=CN=1.N, predict the reaction product. The product is: [Cl:1][C:2]1[CH:7]=[CH:6][CH:5]=[C:4]([Cl:8])[C:3]=1[N:9]1[CH:26]=[C:12]2[C:13]([NH2:17])=[N:14][CH:15]=[CH:16][C:11]2=[N:10]1. (2) Given the reactants [CH2:1]([O:3][CH2:4][CH2:5][O:6][C:7]1[N:15]=[C:14]2[C:10]([N:11]=[CH:12][N:13]2[CH:16]2[CH2:21][CH2:20][CH2:19][CH2:18][O:17]2)=[C:9]([NH2:22])[N:8]=1)[CH3:2].C1C(=O)N([Br:30])C(=O)C1, predict the reaction product. The product is: [Br:30][C:12]1[N:13]([CH:16]2[CH2:21][CH2:20][CH2:19][CH2:18][O:17]2)[C:14]2[C:10]([N:11]=1)=[C:9]([NH2:22])[N:8]=[C:7]([O:6][CH2:5][CH2:4][O:3][CH2:1][CH3:2])[N:15]=2. (3) Given the reactants C([O:5][C:6]1[CH:13]=[CH:12][C:9]([CH:10]=[CH2:11])=[CH:8][CH:7]=1)(C)(C)C.[CH2:14]=[CH:15][C:16]1[CH:21]=[CH:20][CH:19]=[CH:18][CH:17]=1.CC(N=NC(C#N)(C)C)(C#N)C.S(=O)(=O)(O)O.OC=CC1C=CC=CC=1, predict the reaction product. The product is: [OH:5][C:6]1[CH:13]=[CH:12][C:9]([CH:10]=[CH2:11])=[CH:8][CH:7]=1.[CH2:14]=[CH:15][C:16]1[CH:21]=[CH:20][CH:19]=[CH:18][CH:17]=1. (4) The product is: [NH2:14][C:4]1[C:3]([C:2]([F:15])([F:16])[F:1])=[CH:8][C:7]([C:9]([F:12])([F:11])[F:10])=[CH:6][C:5]=1[NH:13][C:29](=[O:30])[CH2:28][CH:26]1[CH2:27][N:24]([C:22]([O:21][C:17]([CH3:19])([CH3:18])[CH3:20])=[O:23])[CH2:25]1. Given the reactants [F:1][C:2]([F:16])([F:15])[C:3]1[CH:8]=[C:7]([C:9]([F:12])([F:11])[F:10])[CH:6]=[C:5]([NH2:13])[C:4]=1[NH2:14].[C:17]([O:21][C:22]([N:24]1[CH2:27][CH:26]([CH2:28][C:29](O)=[O:30])[CH2:25]1)=[O:23])([CH3:20])([CH3:19])[CH3:18].CN(C(ON1N=NC2C=CC=NC1=2)=[N+](C)C)C.F[P-](F)(F)(F)(F)F.C(N(CC)CC)C, predict the reaction product. (5) Given the reactants [CH3:1][C:2]1([CH3:22])[C:7]([CH3:9])([CH3:8])[O:6][C:5](OC2C=CC([N+]([O-])=O)=CC=2)=[N:4][S:3]1(=[O:21])=[O:20].Cl.[Cl:24][C:25]1[CH:30]=[CH:29][CH:28]=[CH:27][C:26]=1[C@@H:31]([NH2:33])[CH3:32], predict the reaction product. The product is: [Cl:24][C:25]1[CH:30]=[CH:29][CH:28]=[CH:27][C:26]=1[C@@H:31]([NH:33][C:5]1[O:6][C:7]([CH3:8])([CH3:9])[C:2]([CH3:1])([CH3:22])[S:3](=[O:20])(=[O:21])[N:4]=1)[CH3:32]. (6) Given the reactants C[O:2][C:3](=O)[CH:4]([C:9]1[CH:14]=[CH:13][C:12]([C:15]([F:18])([F:17])[F:16])=[CH:11][C:10]=1[N+:19]([O-])=O)C(OC)=O, predict the reaction product. The product is: [F:16][C:15]([F:18])([F:17])[C:12]1[CH:11]=[C:10]2[C:9]([CH2:4][C:3](=[O:2])[NH:19]2)=[CH:14][CH:13]=1. (7) Given the reactants [H-].[Na+].[Br:3][C:4]1[CH:5]=[CH:6][C:7]2[O:11][C:10](=[O:12])[NH:9][C:8]=2[CH:13]=1.[CH:14](Br)([C:21]1[CH:26]=[CH:25][CH:24]=[CH:23][CH:22]=1)[C:15]1[CH:20]=[CH:19][CH:18]=[CH:17][CH:16]=1, predict the reaction product. The product is: [CH:14]([N:9]1[C:8]2[CH:13]=[C:4]([Br:3])[CH:5]=[CH:6][C:7]=2[O:11][C:10]1=[O:12])([C:15]1[CH:20]=[CH:19][CH:18]=[CH:17][CH:16]=1)[C:21]1[CH:26]=[CH:25][CH:24]=[CH:23][CH:22]=1.